Task: Predict the product of the given reaction.. Dataset: Forward reaction prediction with 1.9M reactions from USPTO patents (1976-2016) (1) Given the reactants [NH3:1].[O:2]=[C:3]([N:9]1[CH2:14][CH2:13][C:12]2[N:15]=[C:16]([C:18]3[CH:23]=[CH:22][C:21]([O:24][C@H:25]4[CH2:28][C@H:27]([N:29]5[CH2:34][CH2:33][CH2:32][CH2:31][CH2:30]5)[CH2:26]4)=[CH:20][CH:19]=3)[S:17][C:11]=2[CH2:10]1)[CH2:4][C:5]([O:7]C)=O, predict the reaction product. The product is: [O:2]=[C:3]([N:9]1[CH2:14][CH2:13][C:12]2[N:15]=[C:16]([C:18]3[CH:19]=[CH:20][C:21]([O:24][C@H:25]4[CH2:26][C@H:27]([N:29]5[CH2:34][CH2:33][CH2:32][CH2:31][CH2:30]5)[CH2:28]4)=[CH:22][CH:23]=3)[S:17][C:11]=2[CH2:10]1)[CH2:4][C:5]([NH2:1])=[O:7]. (2) Given the reactants [C:1]([Si:5]([CH3:24])([CH3:23])[O:6][C@@H:7]1[C:15]2[C:10](=[C:11]([C:16]([OH:22])([C:18]([CH3:21])([CH3:20])[CH3:19])[CH3:17])[CH:12]=[CH:13][CH:14]=2)[CH2:9][CH2:8]1)([CH3:4])([CH3:3])[CH3:2].[H-].[K+].[CH3:27]I.[NH4+].[Cl-], predict the reaction product. The product is: [C:1]([Si:5]([O:6][C@@H:7]1[C:15]2[C:10](=[C:11]([C:16]([O:22][CH3:27])([CH3:17])[C:18]([CH3:21])([CH3:20])[CH3:19])[CH:12]=[CH:13][CH:14]=2)[CH2:9][CH2:8]1)([CH3:24])[CH3:23])([CH3:4])([CH3:3])[CH3:2].